Task: Predict which catalyst facilitates the given reaction.. Dataset: Catalyst prediction with 721,799 reactions and 888 catalyst types from USPTO (1) Reactant: [Cl:1][C:2]1[CH:3]=[C:4]([CH:8]([OH:27])[CH:9]([CH2:15][C:16]2[CH:21]=[CH:20][C:19]([CH2:22][C:23]([CH3:26])([CH3:25])[CH3:24])=[CH:18][CH:17]=2)[C:10]([O:12]CC)=[O:11])[CH:5]=[CH:6][CH:7]=1.[OH-].[Na+].CO.O. Product: [Cl:1][C:2]1[CH:3]=[C:4]([CH:8]([OH:27])[CH:9]([CH2:15][C:16]2[CH:17]=[CH:18][C:19]([CH2:22][C:23]([CH3:25])([CH3:24])[CH3:26])=[CH:20][CH:21]=2)[C:10]([OH:12])=[O:11])[CH:5]=[CH:6][CH:7]=1. The catalyst class is: 7. (2) Reactant: [Br:1][CH2:2][C:3]1[CH:8]=[CH:7][C:6]([S:9](Cl)(=[O:11])=[O:10])=[CH:5][CH:4]=1.[CH:13]1([NH2:16])[CH2:15][CH2:14]1.C(N(CC)CC)C. Product: [Br:1][CH2:2][C:3]1[CH:8]=[CH:7][C:6]([S:9]([NH:16][CH:13]2[CH2:15][CH2:14]2)(=[O:11])=[O:10])=[CH:5][CH:4]=1. The catalyst class is: 4. (3) Reactant: [CH:1]([N:4]([CH3:22])[C@@H:5]1[CH2:10][CH2:9][C@H:8]([NH2:11])[C@H:7]([CH2:12][S:13]([C:16]2[CH:21]=[CH:20][CH:19]=[CH:18][CH:17]=2)(=[O:15])=[O:14])[CH2:6]1)([CH3:3])[CH3:2].CCN=C=NCCCN(C)C.C1C=CC2N(O)N=NC=2C=1.[S:44]1[C:48]2[CH:49]=[CH:50][CH:51]=[CH:52][C:47]=2[N:46]=[C:45]1[CH2:53][C:54]([O-])=[O:55].[Na+]. Product: [S:44]1[C:48]2[CH:49]=[CH:50][CH:51]=[CH:52][C:47]=2[N:46]=[C:45]1[CH2:53][C:54]([NH:11][C@H:8]1[CH2:9][CH2:10][C@@H:5]([N:4]([CH:1]([CH3:3])[CH3:2])[CH3:22])[CH2:6][C@H:7]1[CH2:12][S:13]([C:16]1[CH:17]=[CH:18][CH:19]=[CH:20][CH:21]=1)(=[O:14])=[O:15])=[O:55]. The catalyst class is: 76. (4) The catalyst class is: 17. Product: [F:1][CH:2]([F:11])[O:3][C:4]1[CH:5]=[C:6]([NH:7][S:19]([C:16]2[CH:17]=[CH:18][C:13]([CH3:12])=[C:14]([N:23]3[CH2:28][CH2:27][N:26]([C:29](=[O:34])[C:30]([F:33])([F:31])[F:32])[CH2:25][CH2:24]3)[CH:15]=2)(=[O:21])=[O:20])[CH:8]=[CH:9][CH:10]=1. Reactant: [F:1][CH:2]([F:11])[O:3][C:4]1[CH:5]=[C:6]([CH:8]=[CH:9][CH:10]=1)[NH2:7].[CH3:12][C:13]1[CH:18]=[CH:17][C:16]([S:19](Cl)(=[O:21])=[O:20])=[CH:15][C:14]=1[N:23]1[CH2:28][CH2:27][N:26]([C:29](=[O:34])[C:30]([F:33])([F:32])[F:31])[CH2:25][CH2:24]1.